Dataset: Forward reaction prediction with 1.9M reactions from USPTO patents (1976-2016). Task: Predict the product of the given reaction. (1) Given the reactants C[Si](C)(C)[C:3]#[C:4][CH:5]=[CH:6][C:7]#[C:8][CH2:9][CH2:10][CH2:11][CH3:12].C([O-])([O-])=O.[K+].[K+], predict the reaction product. The product is: [CH:3]#[C:4][CH:5]=[CH:6][C:7]#[C:8][CH2:9][CH2:10][CH2:11][CH3:12]. (2) Given the reactants [N:1]1[CH:6]=[CH:5][C:4](/[CH:7]=[CH:8]/[C:9]([O:11][CH2:12][CH3:13])=[O:10])=[CH:3][N:2]=1.[Br-].[CH2:15]([S+]1CCCC1)[C:16]1[CH:21]=[CH:20][CH:19]=[CH:18][CH:17]=1.[SH3+].C1OCCOCCOCCOC1.[Li+].C[Si]([N-][Si](C)(C)C)(C)C, predict the reaction product. The product is: [CH2:12]([O:11][C:9]([C@H:8]1[C@H:7]([C:4]2[CH:5]=[CH:6][N:1]=[N:2][CH:3]=2)[C@H:15]1[C:16]1[CH:21]=[CH:20][CH:19]=[CH:18][CH:17]=1)=[O:10])[CH3:13]. (3) The product is: [CH3:1][O:2][C:3]1[CH:4]=[C:5]([S:9]([N:12]2[CH2:16][CH:15]([C:17]([N:38]3[CH2:39][CH2:40][CH:35]([C:30]4[CH:31]=[CH:32][CH:33]=[CH:34][C:29]=4[O:28][CH3:27])[CH2:36][CH2:37]3)=[O:18])[N:14]([C:20]3[CH:25]=[CH:24][CH:23]=[CH:22][CH:21]=3)[C:13]2=[O:26])(=[O:10])=[O:11])[CH:6]=[CH:7][CH:8]=1. Given the reactants [CH3:1][O:2][C:3]1[CH:4]=[C:5]([S:9]([N:12]2[CH2:16][CH:15]([C:17](O)=[O:18])[N:14]([C:20]3[CH:25]=[CH:24][CH:23]=[CH:22][CH:21]=3)[C:13]2=[O:26])(=[O:11])=[O:10])[CH:6]=[CH:7][CH:8]=1.[CH3:27][O:28][C:29]1[CH:34]=[CH:33][CH:32]=[CH:31][C:30]=1[CH:35]1[CH2:40][CH2:39][NH:38][CH2:37][CH2:36]1, predict the reaction product. (4) Given the reactants [CH3:1][C:2]1[N:7]=[CH:6][C:5]([CH2:8][C:9]([O:11]C)=[O:10])=[CH:4][CH:3]=1.[OH-].[Na+], predict the reaction product. The product is: [CH3:1][C:2]1[N:7]=[CH:6][C:5]([CH2:8][C:9]([OH:11])=[O:10])=[CH:4][CH:3]=1. (5) Given the reactants [CH2:1]([N:8]1[C:12]2=[CH:13][N:14]=[C:15]([O:17][CH3:18])[CH:16]=[C:11]2[C:10]([CH:19]=[O:20])=[C:9]1[CH:21]([CH3:23])[CH3:22])[C:2]1[CH:7]=[CH:6][CH:5]=[CH:4][CH:3]=1.[O-:24]Cl=O.[Na+], predict the reaction product. The product is: [CH2:1]([N:8]1[C:12]2=[CH:13][N:14]=[C:15]([O:17][CH3:18])[CH:16]=[C:11]2[C:10]([C:19]([OH:24])=[O:20])=[C:9]1[CH:21]([CH3:23])[CH3:22])[C:2]1[CH:3]=[CH:4][CH:5]=[CH:6][CH:7]=1.